From a dataset of Catalyst prediction with 721,799 reactions and 888 catalyst types from USPTO. Predict which catalyst facilitates the given reaction. (1) Reactant: [NH:1]1[C:9]2[C:4](=[CH:5][CH:6]=[CH:7][CH:8]=2)[CH2:3][C:2]1=[O:10].N1CCCC1.[NH:16]1[C:24]2[C:19](=[CH:20][CH:21]=[C:22]([C:25](=O)[CH3:26])[CH:23]=2)[CH:18]=[N:17]1. Product: [NH:16]1[C:24]2[C:19](=[CH:20][CH:21]=[C:22](/[C:25](=[C:3]3/[C:2](=[O:10])[NH:1][C:9]4[C:4]/3=[CH:5][CH:6]=[CH:7][CH:8]=4)/[CH3:26])[CH:23]=2)[CH:18]=[N:17]1. The catalyst class is: 11. (2) Reactant: CN(C(ON1N=NC2C=CC=NC1=2)=[N+](C)C)C.F[P-](F)(F)(F)(F)F.[C:25]([C:29]1[CH:30]=[C:31]([NH:70][S:71]([CH3:74])(=[O:73])=[O:72])[C:32]([O:68][CH3:69])=[C:33]([NH:35][C:36](=[O:67])[NH:37][C:38]2[C:47]3[C:42](=[CH:43][CH:44]=[CH:45][CH:46]=3)[C:41]([O:48][C:49]3[CH:54]=[CH:53][N:52]=[C:51]([NH:55][C:56]4[CH:64]=[CH:63][C:59]([C:60](O)=[O:61])=[C:58]([O:65][CH3:66])[CH:57]=4)[CH:50]=3)=[CH:40][CH:39]=2)[CH:34]=1)([CH3:28])([CH3:27])[CH3:26].[NH2:75][CH2:76][CH2:77][N:78]1[CH2:83][CH2:82][S:81](=[O:84])[CH2:80][CH2:79]1.CCN(C(C)C)C(C)C. Product: [C:25]([C:29]1[CH:30]=[C:31]([NH:70][S:71]([CH3:74])(=[O:73])=[O:72])[C:32]([O:68][CH3:69])=[C:33]([NH:35][C:36](=[O:67])[NH:37][C:38]2[C:47]3[C:42](=[CH:43][CH:44]=[CH:45][CH:46]=3)[C:41]([O:48][C:49]3[CH:54]=[CH:53][N:52]=[C:51]([NH:55][C:56]4[CH:64]=[CH:63][C:59]([C:60]([NH:75][CH2:76][CH2:77][N:78]5[CH2:83][CH2:82][S:81](=[O:84])[CH2:80][CH2:79]5)=[O:61])=[C:58]([O:65][CH3:66])[CH:57]=4)[CH:50]=3)=[CH:40][CH:39]=2)[CH:34]=1)([CH3:26])([CH3:27])[CH3:28]. The catalyst class is: 35. (3) Reactant: [C:1]([C:3]1[CH:42]=[CH:41][C:6]2[N:7](COCC[Si](C)(C)C)[C:8]([CH:10](O)[C:11]3[C:19]([O:20][CH:21]([F:23])[F:22])=[CH:18][C:17]([CH3:24])=[C:16]4[C:12]=3[CH:13]=[CH:14][N:15]4C(OC(C)(C)C)=O)=[N:9][C:5]=2[CH:4]=1)#[N:2].[C:43](C1C=CC2N=C(C(O)C3C(OC(F)F)=CC(C)=C4C=3C=CN4C(OC(C)(C)C)=O)N(COCC[Si](C)(C)C)C=2C=1)#[N:44].CN.CCCC[N+](CCCC)(CCCC)CCCC.[F-]. Product: [F:23][CH:21]([F:22])[O:20][C:19]1[C:11]([CH:10]([NH:44][CH3:43])[C:8]2[NH:7][C:6]3[CH:41]=[CH:42][C:3]([C:1]#[N:2])=[CH:4][C:5]=3[N:9]=2)=[C:12]2[C:16](=[C:17]([CH3:24])[CH:18]=1)[NH:15][CH:14]=[CH:13]2. The catalyst class is: 1. (4) Reactant: [Cl:1][C:2]1[N:3]=[C:4](Cl)[C:5]2[CH:10]=[CH:9][NH:8][C:6]=2[N:7]=1.[CH3:12][S-:13].[Na+].O. Product: [Cl:1][C:2]1[N:3]=[C:4]([S:13][CH3:12])[C:5]2[CH:10]=[CH:9][NH:8][C:6]=2[N:7]=1. The catalyst class is: 16. (5) Reactant: C(NC(C)C)(C)C.[Li]CCCC.CCCCCC.[Cl:19][C:20]1[CH:25]=[CH:24][CH:23]=[CH:22][N:21]=1.CN([CH:29]=[O:30])C. Product: [Cl:19][C:20]1[N:21]=[CH:22][CH:23]=[CH:24][C:25]=1[CH:29]=[O:30]. The catalyst class is: 1. (6) Reactant: C(Cl)(=O)C(Cl)=O.[CH3:7][N:8]1[C:16]2[C:11](=[CH:12][CH:13]=[CH:14][CH:15]=2)[CH:10]=[C:9]1[C:17]([OH:19])=O.[CH3:20][C:21]1([CH3:35])[C:25]([CH3:27])([CH3:26])[O:24][B:23]([C:28]2[CH:34]=[CH:33][C:31]([NH2:32])=[CH:30][CH:29]=2)[O:22]1.C(N(C(C)C)CC)(C)C. Product: [CH3:7][N:8]1[C:16]2[C:11](=[CH:12][CH:13]=[CH:14][CH:15]=2)[CH:10]=[C:9]1[C:17]([NH:32][C:31]1[CH:30]=[CH:29][C:28]([B:23]2[O:24][C:25]([CH3:27])([CH3:26])[C:21]([CH3:35])([CH3:20])[O:22]2)=[CH:34][CH:33]=1)=[O:19]. The catalyst class is: 204. (7) Reactant: [NH2:1][C:2]1[CH:11]=[CH:10][CH:9]=[C:8]2[C:3]=1[C:4](=[O:21])[N:5]([CH:13]1[CH2:18][CH2:17][C:16](=[O:19])[NH:15][C:14]1=[O:20])[C:6]([CH3:12])=[N:7]2.Cl[C:23]([O:25][CH2:26][CH3:27])=[O:24]. Product: [CH2:26]([O:25][C:23](=[O:24])[NH:1][C:2]1[CH:11]=[CH:10][CH:9]=[C:8]2[C:3]=1[C:4](=[O:21])[N:5]([CH:13]1[CH2:18][CH2:17][C:16](=[O:19])[NH:15][C:14]1=[O:20])[C:6]([CH3:12])=[N:7]2)[CH3:27]. The catalyst class is: 7. (8) Reactant: [CH3:1][C@H:2]1[CH2:6][C@@H:5]([NH:7][C:8](=[O:23])[CH2:9][NH:10][C:11](=[O:22])[C:12]2[CH:17]=[CH:16][CH:15]=[C:14]([C:18]([F:21])([F:20])[F:19])[CH:13]=2)[CH2:4][N:3]1C(OC(C)(C)C)=O.Cl. Product: [CH3:1][C@@H:2]1[NH:3][CH2:4][C@H:5]([NH:7][C:8](=[O:23])[CH2:9][NH:10][C:11](=[O:22])[C:12]2[CH:17]=[CH:16][CH:15]=[C:14]([C:18]([F:21])([F:19])[F:20])[CH:13]=2)[CH2:6]1. The catalyst class is: 71. (9) Reactant: [Br:1][C:2]1[CH:11]=[CH:10][C:5]([O:6][CH2:7][CH2:8][NH2:9])=[CH:4][CH:3]=1.C(N(CC)CC)C.[C:19](OC(=O)C)(=[O:21])[CH3:20]. Product: [Br:1][C:2]1[CH:11]=[CH:10][C:5]([O:6][CH2:7][CH2:8][NH:9][C:19](=[O:21])[CH3:20])=[CH:4][CH:3]=1. The catalyst class is: 124.